Dataset: Merck oncology drug combination screen with 23,052 pairs across 39 cell lines. Task: Regression. Given two drug SMILES strings and cell line genomic features, predict the synergy score measuring deviation from expected non-interaction effect. (1) Drug 1: O=C(O)C1(Cc2cccc(Nc3nccs3)n2)CCC(Oc2cccc(Cl)c2F)CC1. Drug 2: CCc1c2c(nc3ccc(O)cc13)-c1cc3c(c(=O)n1C2)COC(=O)C3(O)CC. Cell line: VCAP. Synergy scores: synergy=7.52. (2) Drug 1: CC(C)CC(NC(=O)C(Cc1ccccc1)NC(=O)c1cnccn1)B(O)O. Synergy scores: synergy=-17.6. Drug 2: CCc1cnn2c(NCc3ccc[n+]([O-])c3)cc(N3CCCCC3CCO)nc12. Cell line: SW620.